Dataset: Full USPTO retrosynthesis dataset with 1.9M reactions from patents (1976-2016). Task: Predict the reactants needed to synthesize the given product. (1) Given the product [Cl:1][C:2]1[N:10]=[C:9]2[C:5]([N:6]=[CH:7][NH:8]2)=[C:4]([C:20]2[CH:25]=[C:24]([O:26][CH2:27][CH2:28][N:29]3[CH2:33][CH2:32][CH2:31][CH2:30]3)[C:23]([Cl:34])=[CH:22][C:21]=2[Cl:35])[N:3]=1, predict the reactants needed to synthesize it. The reactants are: [Cl:1][C:2]1[N:10]=[C:9]2[C:5]([N:6]=[CH:7][N:8]2CC2C=CC(OC)=CC=2)=[C:4]([C:20]2[CH:25]=[C:24]([O:26][CH2:27][CH2:28][N:29]3[CH2:33][CH2:32][CH2:31][CH2:30]3)[C:23]([Cl:34])=[CH:22][C:21]=2[Cl:35])[N:3]=1.[OH-].[NH4+]. (2) Given the product [CH2:29]([O:15][C:12]1[CH:13]=[CH:14][C:9]([O:8][CH2:1][CH2:2][C:7]2[N:37]=[C:39]([C:9]3[CH:14]=[CH:13][CH:12]=[CH:11][CH:10]=3)[O:40][C:6]=2[CH3:5])=[CH:10][C:11]=1[CH2:16][CH2:17][CH3:18])[C:19]1[CH:24]=[CH:23][CH:22]=[CH:21][CH:20]=1, predict the reactants needed to synthesize it. The reactants are: [CH2:1]([O:8][C:9]1[CH:14]=[CH:13][C:12]([OH:15])=[C:11]([CH2:16][CH2:17][CH3:18])[CH:10]=1)[C:2]1[CH:7]=[CH:6][CH:5]=CC=1.[C:19]1([CH3:29])[CH:24]=[CH:23][C:22](S(O)(=O)=O)=[CH:21][CH:20]=1.C(=O)([O-])[O-].[Cs+].[Cs+].C[N:37]([CH:39]=[O:40])C. (3) Given the product [OH:16][CH:14]1[CH2:15][CH:12]([NH:11][S:8]([C:5]2[CH:6]=[CH:7][C:2]([B:17]3[O:21][C:20]([CH3:23])([CH3:22])[C:19]([CH3:25])([CH3:24])[O:18]3)=[CH:3][CH:4]=2)(=[O:10])=[O:9])[CH2:13]1, predict the reactants needed to synthesize it. The reactants are: Br[C:2]1[CH:7]=[CH:6][C:5]([S:8]([NH:11][CH:12]2[CH2:15][CH:14]([OH:16])[CH2:13]2)(=[O:10])=[O:9])=[CH:4][CH:3]=1.[B:17]1([B:17]2[O:21][C:20]([CH3:23])([CH3:22])[C:19]([CH3:25])([CH3:24])[O:18]2)[O:21][C:20]([CH3:23])([CH3:22])[C:19]([CH3:25])([CH3:24])[O:18]1.C([O-])(=O)C.[K+]. (4) Given the product [O:33]1[CH2:38][CH2:37][CH:36]=[C:35]([C:12]2[N:11]=[C:10]([F:22])[C:9]3[O:8][C:5]4[C:4]([C@@:15]5([CH2:19][S:18][C:17]([NH2:20])=[N:16]5)[C:14]=3[CH:13]=2)=[CH:3][C:2]([C:29]2[C:24]([F:23])=[N:25][CH:26]=[CH:27][CH:28]=2)=[CH:7][CH:6]=4)[CH2:34]1, predict the reactants needed to synthesize it. The reactants are: Br[C:2]1[CH:3]=[C:4]2[C@@:15]3([CH2:19][S:18][C:17]([NH2:20])=[N:16]3)[C:14]3[CH:13]=[C:12](Cl)[N:11]=[C:10]([F:22])[C:9]=3[O:8][C:5]2=[CH:6][CH:7]=1.[F:23][C:24]1[C:29](B(O)O)=[CH:28][CH:27]=[CH:26][N:25]=1.[O:33]1[CH2:38][CH2:37][CH:36]=[C:35](B2OC(C)(C)C(C)(C)O2)[CH2:34]1. (5) Given the product [CH2:19]([C:17]1[O:16][N:15]=[C:14]([CH2:13][NH:11][C:8]23[CH2:10][CH:4]4[CH2:5][CH:6]([CH2:1][CH:2]([CH2:3]4)[CH2:9]2)[CH2:7]3)[N:18]=1)[CH2:20][CH3:21], predict the reactants needed to synthesize it. The reactants are: [CH2:1]1[CH:6]2[CH2:7][C:8]3([NH2:11])[CH2:10][CH:4]([CH2:5]2)[CH2:3][CH:2]1[CH2:9]3.Cl[CH2:13][C:14]1[N:18]=[C:17]([CH2:19][CH2:20][CH3:21])[O:16][N:15]=1. (6) Given the product [C:9]1([C:12]2[CH:17]=[CH:16][CH:15]=[CH:14][CH:13]=2)[CH:10]=[CH:11][C:6]([O:5][CH2:4][CH2:3][CH2:2][O:29][C:25]2[CH:24]=[C:23]([CH2:22][CH:21]([O:30][CH3:31])[C:20]([OH:32])=[O:19])[CH:28]=[CH:27][CH:26]=2)=[CH:7][CH:8]=1, predict the reactants needed to synthesize it. The reactants are: Br[CH2:2][CH2:3][CH2:4][O:5][C:6]1[CH:11]=[CH:10][C:9]([C:12]2[CH:17]=[CH:16][CH:15]=[CH:14][CH:13]=2)=[CH:8][CH:7]=1.C[O:19][C:20](=[O:32])[CH:21]([O:30][CH3:31])[CH2:22][C:23]1[CH:28]=[CH:27][CH:26]=[C:25]([OH:29])[CH:24]=1.C1(C2C=CC=CC=2)C=CC(OCCOC2C=CC(C[C@H](OC)C(O)=O)=CC=2)=CC=1.